From a dataset of CYP2C19 inhibition data for predicting drug metabolism from PubChem BioAssay. Regression/Classification. Given a drug SMILES string, predict its absorption, distribution, metabolism, or excretion properties. Task type varies by dataset: regression for continuous measurements (e.g., permeability, clearance, half-life) or binary classification for categorical outcomes (e.g., BBB penetration, CYP inhibition). Dataset: cyp2c19_veith. (1) The compound is CC(C)CCn1c(Oc2ccccc2Cl)nc2c1c(=O)n(C)c(=O)n2C. The result is 1 (inhibitor). (2) The molecule is COc1cccc(CSCC(=O)O)c1. The result is 0 (non-inhibitor). (3) The compound is O=C(Cc1c[nH]c2ccccc12)OCC(=O)c1ccccc1. The result is 1 (inhibitor). (4) The molecule is Cc1c(S(=O)(=O)O)ccc(N=Nc2c(O)c(C(=O)O)cc3ccccc23)c1Cl. The result is 0 (non-inhibitor). (5) The molecule is CC(=O)O[C@@H]1C[C@]2(C)[C@H](C[C@@H](O)[C@H]3[C@@]4(C)CC[C@@H](O)[C@@H](C)[C@@H]4CC[C@@]32C)/C1=C(\CCC=C(C)C)C(=O)[O-].[Na+]. The result is 0 (non-inhibitor). (6) The compound is CC(=O)[C@@H]1CC[C@H]2[C@H]3CC[C@H]4C[C@@H](O)CC[C@]4(C)[C@@H]3C(=O)C[C@]21C. The result is 0 (non-inhibitor). (7) The drug is COc1ccc(C(=O)NNC(=S)NC(=O)c2ccco2)cc1. The result is 0 (non-inhibitor). (8) The compound is O=C(CSc1nccn1-c1ncc(C(F)(F)F)cc1Cl)c1ccc(Cl)cc1. The result is 1 (inhibitor). (9) The compound is COc1ccc(N2CCN(C(=N)/C(C(C)=O)=C(\C)O)CC2)cc1. The result is 0 (non-inhibitor). (10) The molecule is COC(=O)C1CCC(C)(C(=O)Nc2ccccc2)C1(C)C. The result is 1 (inhibitor).